The task is: Predict the reaction yield, written as a fraction of the theoretical maximum amount of product (1.0 means a 100% yield; for example, 0.34 means a 34% yield).. This data is from Reaction yield outcomes from USPTO patents with 853,638 reactions. The reactants are [CH3:1][C:2]1[N:6]([C:7]2[CH:8]=[C:9]([C:13]3[CH:18]=[CH:17][CH:16]=[CH:15][C:14]=3[O:19][C:20]([F:23])([F:22])[F:21])[CH:10]=[CH:11][CH:12]=2)[N:5]=[C:4]([CH2:24][OH:25])[CH:3]=1.[C:26](N1C=CN=C1)([N:28]1C=CN=[CH:29]1)=[O:27].CN. The catalyst is ClCCl. The product is [CH3:29][NH:28][C:26](=[O:27])[O:25][CH2:24][C:4]1[CH:3]=[C:2]([CH3:1])[N:6]([C:7]2[CH:8]=[C:9]([C:13]3[CH:18]=[CH:17][CH:16]=[CH:15][C:14]=3[O:19][C:20]([F:22])([F:23])[F:21])[CH:10]=[CH:11][CH:12]=2)[N:5]=1. The yield is 0.970.